The task is: Binary Classification. Given a miRNA mature sequence and a target amino acid sequence, predict their likelihood of interaction.. This data is from Experimentally validated miRNA-target interactions with 360,000+ pairs, plus equal number of negative samples. (1) The miRNA is hsa-miR-216a-5p with sequence UAAUCUCAGCUGGCAACUGUGA. The protein sequence of the target gene is MSQDTEVDMKDVELNELEPEKQPMNAADGAAAGEKNGLVKIKVAEDETEAGVKFTGLSKEELLKVAGSPGWVRTRWALLLLFWLGWLGMLAGAVVIIVRAPRCRELPVQRWWHKGALYRIGDLQAFVGRDAGGIAGLKSHLEYLSTLKVKGLVLGPIHKNQKDEINETDLKQINPTLGSQEDFKDLLQSAKKKSIHIILDLTPNYQGQNAWFLPAQADIVATKMKEALSSWLQDGVDGFQFRDVGKLMNAPLYLAEWQNITKNLSEDRLLIAGTESSDLQQIVNILESTSDLLLTSSYLS.... Result: 0 (no interaction). (2) The miRNA is mmu-miR-370-3p with sequence GCCUGCUGGGGUGGAACCUGGU. The protein sequence of the target gene is MESSTGPRMPLLKYCSVATSLKAPGWDGAAPPWDLSFTYPFALQAPWLTGHKPLARHASSCPCLHVADPAWQGPGWLGRAGDAANTWVLARREADGFYYRAQIKATPELERQGVLLVEFEAPLVAGPKLPAQQQRVVLEEDVIPLSPSVGYSLRPGDKVLALWEPGQQQYGPGTVLLGLEMRDPQRASKEKEITVHFWNGKAAKVPLGGVQSVSLTIWKKAVERLHKSFTREHPRPLHWAPCCSLLGPITGRITNELPPDAPFLCPLCHHHACCQLLCQGCLCGCPPCGTTWWPLTRTSE.... Result: 0 (no interaction). (3) The miRNA is hsa-miR-5571-3p with sequence GUCCUAGGAGGCUCCUCUG. The protein sequence of the target gene is MPRLHDHVWNYPSAGAARPYSLPRGMIAAAACPQGPGVPEPEHAPRGQRAGTTGCSARPGSWHHDLVQRSLVLFSFGVVLALVLNLLQIQRNVTLFPDEVIATIFSSAWWVPPCCGTAAAVVGLLYPCIDSHLGEPHKFKREWASVMRCIAVFVGINHASAKLDFANNVQLSLTLAALSLGLWWTFDRSRSGLGLGITIAFLATLITQFLVYNGVYQYTSPDFLYIRSWLPCIFFSGGVTVGNIGRQLAMGVPEKPHSD. Result: 0 (no interaction). (4) The miRNA is hsa-miR-1909-3p with sequence CGCAGGGGCCGGGUGCUCACCG. The protein sequence of the target gene is MGSRWSSEEERQPLLGPGLGPGLGASWRSREAAAAALPAAVPGPGRVYGRRWLVLLLFSLLAFVQGLVWNTWGPIQNSARQAYGFSSWDIALLVLWGPIGFLPCFAFMWLLDKRGLRITVLLTSFLMVLGTGLRCIPISDLILKRRLIHGGQMLNGLAGPTVMNAAPFLSTTWFSADERATATAIASMLSYLGGACAFLVGPLVVPAPNGTSPLLAAESSRAHIKDRIEAVLYAEFGVVCLIFSATLAYFPPRPPLPPSVAAASQRLSYRRSVCRLLSNFRFLMIALAYAIPLGVFAGWS.... Result: 0 (no interaction). (5) The miRNA is hsa-miR-105-3p with sequence ACGGAUGUUUGAGCAUGUGCUA. The protein sequence of the target gene is MVDYYEVLGVQRHASPEDIKKAYRKQALKWHPDKNPENKEEAERKFKQVAEAYEVLSDAKKRDIYDKYGKEGLNGGGGGGGIHFDSPFEFGFTFRNPDDVFREFFGGRDPFSFDFFEDPFDDFFGNRRGPRGNRSRGAGSFFSTFSGFPSFGSGFPAFDTGFTPFGSLGHGGLTSFSSTSFGGSGMGNFKSISTSTKIVNGKKITTKRIVENGQERVEVEEDGQLKSLTINGVADENALAEECQRRGQPTPALAPGPAPAPVRVPSQARPLAPTPAPTPAPTPAPAPAQTPAPSVSTRPQ.... Result: 0 (no interaction). (6) The miRNA is hsa-miR-4437 with sequence UGGGCUCAGGGUACAAAGGUU. The protein sequence of the target gene is MLQRGLWPWRTRLLPTPGTWRPARPWPLPPPPQVLRVKLCGNVKYYQSHHYSTVVPPDEITVIYRHGLPLVTLTLPSRKERCQFVVKPMLSTVGSFLQDLQNEDKGIKTAAIFTADGNMISASTLMDILLMNDFKLVINKIAYDVQCPKREKPSNEHTAEMEHMKSLVHRLFTILHLEESQKKREHHLLEKIDHLKEQLQPLEQVKAGIEAHSEAKTSGLLWAGLALLSIQGGALAWLTWWVYSWDIMEPVTYFITFANSMVFFAYFIVTRQDYTYSAVKSRQFLQFFHKKSKQQHFDVQ.... Result: 0 (no interaction). (7) The miRNA is hsa-miR-3165 with sequence AGGUGGAUGCAAUGUGACCUCA. The protein sequence of the target gene is MQQPMNYPCPQIFWVDSSATSSWAPPGSVFPCPSCGPRGPDQRRPPPPPPPVSPLPPPSQPLPLPPLTPLKKKDHNTNLWLPVVFFMVLVALVGMGLGMYQLFHLQKELAELREFTNQSLKVSSFEKQIANPSTPSEKKEPRSVAHLTGNPHSRSIPLEWEDTYGTALISGVKYKKGGLVINETGLYFVYSKVYFRGQSCNNQPLNHKVYMRNSKYPEDLVLMEEKRLNYCTTGQIWAHSSYLGAVFNLTSADHLYVNISQLSLINFEESKTFFGLYKL. Result: 0 (no interaction).